From a dataset of Forward reaction prediction with 1.9M reactions from USPTO patents (1976-2016). Predict the product of the given reaction. (1) Given the reactants C[O:2][C:3](=[O:27])[CH:4]([C:9]1[CH:10]=[C:11]([CH:18](C(OC)=O)[C:19]([O:21]C)=[O:20])[CH:12]=[CH:13][C:14]=1[N+:15]([O-:17])=[O:16])C(OC)=O.[OH-].[Na+].Cl, predict the reaction product. The product is: [N+:15]([C:14]1[CH:13]=[CH:12][C:11]([CH2:18][C:19]([OH:21])=[O:20])=[CH:10][C:9]=1[CH2:4][C:3]([OH:27])=[O:2])([O-:17])=[O:16]. (2) Given the reactants [Br:1][C:2]1[CH:3]=[N:4][C:5]([NH:8][C:9]2[CH:14]=[CH:13][C:12]([CH2:15][CH2:16][OH:17])=[CH:11][CH:10]=2)=[N:6][CH:7]=1.C(N(CC)CC)C.[CH3:25][S:26](Cl)(=[O:28])=[O:27], predict the reaction product. The product is: [CH3:25][S:26]([O:17][CH2:16][CH2:15][C:12]1[CH:11]=[CH:10][C:9]([NH:8][C:5]2[N:4]=[CH:3][C:2]([Br:1])=[CH:7][N:6]=2)=[CH:14][CH:13]=1)(=[O:28])=[O:27]. (3) Given the reactants [CH3:1][O:2][C:3]1[CH:8]=[CH:7][C:6]([NH:9][CH:10]=[C:11]([C:17]([O:19]CC)=O)[C:12]([O:14][CH2:15][CH3:16])=[O:13])=[C:5]([CH3:22])[CH:4]=1, predict the reaction product. The product is: [OH:19][C:17]1[C:7]2[C:6](=[C:5]([CH3:22])[CH:4]=[C:3]([O:2][CH3:1])[CH:8]=2)[N:9]=[CH:10][C:11]=1[C:12]([O:14][CH2:15][CH3:16])=[O:13]. (4) Given the reactants Br[C:2]1[CH:11]=[CH:10][C:5]([C:6]([O:8][CH3:9])=[O:7])=[C:4]([F:12])[CH:3]=1.[C:13]1(B(O)O)[CH:18]=[CH:17][CH:16]=[CH:15][CH:14]=1.[F-].[Cs+].CN(C=O)C, predict the reaction product. The product is: [F:12][C:4]1[CH:3]=[C:2]([C:13]2[CH:18]=[CH:17][CH:16]=[CH:15][CH:14]=2)[CH:11]=[CH:10][C:5]=1[C:6]([O:8][CH3:9])=[O:7]. (5) Given the reactants [NH2:1][C:2]1[CH:14]=[CH:13][C:5]([CH:6]=[CH:7][C:8]([O:10][CH2:11][CH3:12])=[O:9])=[CH:4][CH:3]=1.[C:15](O[C:15]([O:17][C:18]([CH3:21])([CH3:20])[CH3:19])=[O:16])([O:17][C:18]([CH3:21])([CH3:20])[CH3:19])=[O:16], predict the reaction product. The product is: [C:18]([O:17][C:15]([NH:1][C:2]1[CH:3]=[CH:4][C:5](/[CH:6]=[CH:7]/[C:8]([O:10][CH2:11][CH3:12])=[O:9])=[CH:13][CH:14]=1)=[O:16])([CH3:21])([CH3:20])[CH3:19].